This data is from Reaction yield outcomes from USPTO patents with 853,638 reactions. The task is: Predict the reaction yield, written as a fraction of the theoretical maximum amount of product (1.0 means a 100% yield; for example, 0.34 means a 34% yield). (1) The reactants are Br[C:2]1[C:7](=[O:8])[N:6]([CH2:9][C:10]2[CH:15]=[CH:14][C:13]([C:16]3[C:17]([C:22]#[N:23])=[CH:18][CH:19]=[CH:20][CH:21]=3)=[CH:12][CH:11]=2)[C:5]([CH2:24][CH2:25][CH2:26][CH3:27])=[N:4][C:3]=1[CH3:28].[CH3:29][N:30]1[CH:34]=[C:33](B2OC(C)(C)C(C)(C)O2)[CH:32]=[N:31]1.C(=O)([O-])[O-].[Cs+].[Cs+]. The catalyst is O1CCOCC1.C(OCC)(=O)C.C1C=CC(P(C2C=CC=CC=2)[C-]2C=CC=C2)=CC=1.C1C=CC(P(C2C=CC=CC=2)[C-]2C=CC=C2)=CC=1.Cl[Pd]Cl.[Fe+2]. The product is [CH2:24]([C:5]1[N:6]([CH2:9][C:10]2[CH:15]=[CH:14][C:13]([C:16]3[C:17]([C:22]#[N:23])=[CH:18][CH:19]=[CH:20][CH:21]=3)=[CH:12][CH:11]=2)[C:7](=[O:8])[C:2]([C:33]2[CH:32]=[N:31][N:30]([CH3:29])[CH:34]=2)=[C:3]([CH3:28])[N:4]=1)[CH2:25][CH2:26][CH3:27]. The yield is 0.430. (2) The reactants are [CH2:1]1[O:9][C:8]2[CH:7]=[CH:6][C:5]([CH2:10][CH2:11][C:12]([OH:14])=O)=[CH:4][C:3]=2[O:2]1.CN1CCOCC1.C(OC(Cl)=O)C(C)C.[NH2:30][C:31]1[CH:40]=[CH:39][C:34]([C:35]([O:37][CH3:38])=[O:36])=[CH:33][CH:32]=1. The catalyst is C1COCC1.CCOCC. The product is [O:9]1[C:8]2[CH:7]=[CH:6][C:5]([CH2:10][CH2:11][C:12]([NH:30][C:31]3[CH:32]=[CH:33][C:34]([C:35]([O:37][CH3:38])=[O:36])=[CH:39][CH:40]=3)=[O:14])=[CH:4][C:3]=2[O:2][CH2:1]1. The yield is 0.620. (3) The reactants are [CH:1]12[O:8][CH:5]([CH2:6][CH2:7]1)[CH2:4][N:3]([C:9]1[N:14]=[C:13](Cl)[N:12]=[C:11]([C:16]3[CH:21]=[CH:20][C:19]([NH:22][C:23]([NH:25][CH3:26])=[O:24])=[CH:18][CH:17]=3)[N:10]=1)[CH2:2]2.CC1(C)C(C)(C)OB([C:35]2[CH:41]=[CH:40][C:38]([NH2:39])=[CH:37][CH:36]=2)O1. No catalyst specified. The product is [NH2:39][C:38]1[CH:40]=[CH:41][C:35]([C:13]2[N:14]=[C:9]([N:3]3[CH2:4][CH:5]4[O:8][CH:1]([CH2:7][CH2:6]4)[CH2:2]3)[N:10]=[C:11]([C:16]3[CH:21]=[CH:20][C:19]([NH:22][C:23]([NH:25][CH3:26])=[O:24])=[CH:18][CH:17]=3)[N:12]=2)=[CH:36][CH:37]=1. The yield is 0.490. (4) The reactants are [F:1][C:2]1[C:3]([C:14](Cl)=[N:15][OH:16])=[CH:4][C:5]2[C:9]([CH3:11])([CH3:10])[O:8][B:7]([OH:12])[C:6]=2[CH:13]=1.[Cl:18][C:19]1[CH:24]=[C:23]([C:25]([C:27]([F:30])([F:29])[F:28])=[CH2:26])[CH:22]=[C:21]([Cl:31])[CH:20]=1. The catalyst is CN(C=O)C. The product is [Cl:18][C:19]1[CH:24]=[C:23]([C:25]2([C:27]([F:30])([F:28])[F:29])[O:16][N:15]=[C:14]([C:3]3[C:2]([F:1])=[CH:13][C:6]4[B:7]([OH:12])[O:8][C:9]([CH3:11])([CH3:10])[C:5]=4[CH:4]=3)[CH2:26]2)[CH:22]=[C:21]([Cl:31])[CH:20]=1. The yield is 0.290. (5) The reactants are [NH2:1][C:2]1[CH:12]=[C:11](Cl)[C:10]([C:14]([F:17])([F:16])[F:15])=[CH:9][C:3]=1[C:4]([O:6][CH2:7][CH3:8])=[O:5].[CH:18]([B-](F)(F)F)=[CH2:19].[K+].C(=O)([O-])[O-].[K+].[K+].C(OCC)(=O)C. The catalyst is C1(C)C=CC=CC=1.C([O-])(=O)C.[Pd+2].C([O-])(=O)C. The product is [NH2:1][C:2]1[CH:12]=[C:11]([CH:18]=[CH2:19])[C:10]([C:14]([F:17])([F:16])[F:15])=[CH:9][C:3]=1[C:4]([O:6][CH2:7][CH3:8])=[O:5]. The yield is 0.910.